The task is: Regression. Given two drug SMILES strings and cell line genomic features, predict the synergy score measuring deviation from expected non-interaction effect.. This data is from NCI-60 drug combinations with 297,098 pairs across 59 cell lines. (1) Synergy scores: CSS=40.8, Synergy_ZIP=9.27, Synergy_Bliss=2.37, Synergy_Loewe=-0.881, Synergy_HSA=-1.82. Cell line: RPMI-8226. Drug 1: CNC(=O)C1=CC=CC=C1SC2=CC3=C(C=C2)C(=NN3)C=CC4=CC=CC=N4. Drug 2: C(CC(=O)O)C(=O)CN.Cl. (2) Drug 1: CCCS(=O)(=O)NC1=C(C(=C(C=C1)F)C(=O)C2=CNC3=C2C=C(C=N3)C4=CC=C(C=C4)Cl)F. Drug 2: CC12CCC(CC1=CCC3C2CCC4(C3CC=C4C5=CN=CC=C5)C)O. Cell line: BT-549. Synergy scores: CSS=6.37, Synergy_ZIP=0.651, Synergy_Bliss=7.94, Synergy_Loewe=4.62, Synergy_HSA=5.45. (3) Drug 1: CC1=C(C(CCC1)(C)C)C=CC(=CC=CC(=CC(=O)O)C)C. Drug 2: CS(=O)(=O)OCCCCOS(=O)(=O)C. Cell line: SF-295. Synergy scores: CSS=-6.41, Synergy_ZIP=1.94, Synergy_Bliss=0.429, Synergy_Loewe=-4.92, Synergy_HSA=-5.63. (4) Drug 1: C1=CN(C=N1)CC(O)(P(=O)(O)O)P(=O)(O)O. Drug 2: CCC1(C2=C(COC1=O)C(=O)N3CC4=CC5=C(C=CC(=C5CN(C)C)O)N=C4C3=C2)O.Cl. Cell line: HCT-15. Synergy scores: CSS=1.74, Synergy_ZIP=2.89, Synergy_Bliss=8.91, Synergy_Loewe=-10.3, Synergy_HSA=-2.41. (5) Drug 1: C1=CC(=CC=C1CC(C(=O)O)N)N(CCCl)CCCl.Cl. Drug 2: C1=NC2=C(N1)C(=S)N=CN2. Cell line: OVCAR3. Synergy scores: CSS=26.1, Synergy_ZIP=-17.6, Synergy_Bliss=-22.7, Synergy_Loewe=-41.8, Synergy_HSA=-20.9. (6) Drug 1: COC1=C(C=C2C(=C1)N=CN=C2NC3=CC(=C(C=C3)F)Cl)OCCCN4CCOCC4. Drug 2: C1=CC(=C2C(=C1NCCNCCO)C(=O)C3=C(C=CC(=C3C2=O)O)O)NCCNCCO. Cell line: SF-295. Synergy scores: CSS=68.9, Synergy_ZIP=15.7, Synergy_Bliss=13.7, Synergy_Loewe=-8.13, Synergy_HSA=16.3. (7) Drug 1: CN(C)C1=NC(=NC(=N1)N(C)C)N(C)C. Synergy scores: CSS=53.7, Synergy_ZIP=0.315, Synergy_Bliss=1.27, Synergy_Loewe=-22.9, Synergy_HSA=0.340. Cell line: COLO 205. Drug 2: CC1C(C(CC(O1)OC2CC(CC3=C2C(=C4C(=C3O)C(=O)C5=C(C4=O)C(=CC=C5)OC)O)(C(=O)CO)O)N)O.Cl.